Dataset: Catalyst prediction with 721,799 reactions and 888 catalyst types from USPTO. Task: Predict which catalyst facilitates the given reaction. (1) Reactant: ClC(N(C)C)=C(C)C.[N:9]1([C:13]([C:15]2[N:20]=[CH:19][C:18]([O:21][C:22]3[CH:23]=[C:24]([CH:28]=[C:29]([O:31][C@H:32]4[CH2:36][CH2:35][O:34][CH2:33]4)[CH:30]=3)[C:25]([OH:27])=O)=[CH:17][CH:16]=2)=[O:14])[CH2:12][CH2:11][CH2:10]1.[NH2:37][C:38]1[CH:43]=[N:42][CH:41]=[CH:40][N:39]=1.N1C=CC=CC=1. Product: [N:9]1([C:13]([C:15]2[N:20]=[CH:19][C:18]([O:21][C:22]3[CH:23]=[C:24]([CH:28]=[C:29]([O:31][C@H:32]4[CH2:36][CH2:35][O:34][CH2:33]4)[CH:30]=3)[C:25]([NH:37][C:38]3[CH:43]=[N:42][CH:41]=[CH:40][N:39]=3)=[O:27])=[CH:17][CH:16]=2)=[O:14])[CH2:12][CH2:11][CH2:10]1. The catalyst class is: 2. (2) Product: [Cl:1][C:2]1[C:3]([O:21][CH3:22])=[C:4]([C:14]2[O:15][CH2:16][CH:17]([CH2:19][O:20][C:24]3[CH:29]=[CH:28][C:27]([C:30]([F:33])([F:32])[F:31])=[CH:26][N:25]=3)[N:18]=2)[CH:5]=[C:6]([O:8][CH2:9][CH:10]=[C:11]([Cl:12])[Cl:13])[CH:7]=1. Reactant: [Cl:1][C:2]1[C:3]([O:21][CH3:22])=[C:4]([C:14]2[O:15][CH2:16][CH:17]([CH2:19][OH:20])[N:18]=2)[CH:5]=[C:6]([O:8][CH2:9][CH:10]=[C:11]([Cl:13])[Cl:12])[CH:7]=1.O[C:24]1[CH:29]=[CH:28][C:27]([C:30]([F:33])([F:32])[F:31])=[CH:26][N:25]=1.C1(P(C2C=CC=CC=2)C2C=CC=CC=2)C=CC=CC=1.N(C(OCC)=O)=NC(OCC)=O. The catalyst class is: 2. (3) Reactant: [CH3:1][O:2][C:3]1[C:8]2[N:9](C(OCC)=O)[C:10](=[O:12])[NH:11][C:7]=2[CH:6]=[CH:5][CH:4]=1.[OH-].[K+].IC[CH2:22][CH2:23][C:24]([CH3:29])([N+:26]([O-:28])=[O:27])[CH3:25]. Product: [CH3:1][O:2][C:3]1[C:8]2[NH:9][C:10](=[O:12])[N:11]([CH2:22][CH2:23][C:24]([CH3:29])([N+:26]([O-:28])=[O:27])[CH3:25])[C:7]=2[CH:6]=[CH:5][CH:4]=1. The catalyst class is: 18. (4) Reactant: [Cl:1][C:2]1[CH:10]=[CH:9][C:5]([C:6]([OH:8])=[O:7])=[C:4]([CH3:11])[CH:3]=1.O.[CH3:13]O. Product: [CH3:13][O:7][C:6](=[O:8])[C:5]1[CH:9]=[CH:10][C:2]([Cl:1])=[CH:3][C:4]=1[CH3:11]. The catalyst class is: 4. (5) Reactant: [OH:1][CH2:2][C:3]1[N:4]=[C:5]2[C:10]([N:11]3[CH2:16][CH2:15][O:14][CH2:13][CH2:12]3)=[CH:9][CH:8]=[N:7][N:6]2[C:17]=1[CH:18]1[CH2:23][CH2:22][N:21]([C:24]([O:26][C:27]([CH3:30])([CH3:29])[CH3:28])=[O:25])[CH2:20][CH2:19]1.I(C1C=CC=CC=1C(O)=O)(=O)=O.[OH-].[Na+]. Product: [CH:2]([C:3]1[N:4]=[C:5]2[C:10]([N:11]3[CH2:16][CH2:15][O:14][CH2:13][CH2:12]3)=[CH:9][CH:8]=[N:7][N:6]2[C:17]=1[CH:18]1[CH2:19][CH2:20][N:21]([C:24]([O:26][C:27]([CH3:30])([CH3:29])[CH3:28])=[O:25])[CH2:22][CH2:23]1)=[O:1]. The catalyst class is: 16. (6) The catalyst class is: 1. Reactant: [Cl:1][C:2]1[CH:3]=[C:4]([C:8]2[N:9]([CH2:21][C:22]3[CH:27]=[C:26]([Cl:28])[CH:25]=[CH:24][C:23]=3[Cl:29])[C:10]([C:17]([O:19][CH3:20])=[O:18])=[C:11]([C:13](OC)=[O:14])[N:12]=2)[CH:5]=[N:6][CH:7]=1.[H-].C([Al+]CC(C)C)C(C)C. Product: [Cl:1][C:2]1[CH:3]=[C:4]([C:8]2[N:9]([CH2:21][C:22]3[CH:27]=[C:26]([Cl:28])[CH:25]=[CH:24][C:23]=3[Cl:29])[C:10]([C:17]([O:19][CH3:20])=[O:18])=[C:11]([CH2:13][OH:14])[N:12]=2)[CH:5]=[N:6][CH:7]=1. (7) The catalyst class is: 577. Reactant: [C:1]([N:8]1[CH2:13][CH2:12][CH:11]([CH:14]=O)[CH2:10][CH2:9]1)([O:3][C:4]([CH3:7])([CH3:6])[CH3:5])=[O:2].[NH:16]1[CH2:21][CH2:20][NH:19][CH2:18][CH2:17]1.C(O[BH-](OC(=O)C)OC(=O)C)(=O)C.[Na+]. Product: [C:1]([N:8]1[CH2:13][CH2:12][CH:11]([CH2:14][N:16]2[CH2:21][CH2:20][NH:19][CH2:18][CH2:17]2)[CH2:10][CH2:9]1)([O:3][C:4]([CH3:7])([CH3:6])[CH3:5])=[O:2]. (8) Reactant: [H-].[Na+].[CH2:3]([N:5]1[C:13]2[C:8](=[C:9]([C:14]3[NH:15][C:16]4[N:17]([N:21]=[C:22]([CH3:30])[C:23]=4[C:24]([NH:26][CH2:27][C:28]#[CH:29])=[O:25])[C:18](=[O:20])[CH:19]=3)[CH:10]=[CH:11][CH:12]=2)[CH:7]=[N:6]1)[CH3:4]. Product: [CH2:3]([N:5]1[C:13]2[C:8](=[C:9]([C:14]3[NH:15][C:16]4[N:17]([N:21]=[C:22]([CH3:30])[C:23]=4[C:24]4[O:25][C:28]([CH3:29])=[CH:27][N:26]=4)[C:18](=[O:20])[CH:19]=3)[CH:10]=[CH:11][CH:12]=2)[CH:7]=[N:6]1)[CH3:4]. The catalyst class is: 16.